Dataset: Reaction yield outcomes from USPTO patents with 853,638 reactions. Task: Predict the reaction yield, written as a fraction of the theoretical maximum amount of product (1.0 means a 100% yield; for example, 0.34 means a 34% yield). The reactants are Br[C:2]1[C:3]([CH3:20])=[CH:4][C:5]2[N:6]([CH:8]=[C:9]([C:11]3[CH:16]=[CH:15][C:14]([N:17]([CH3:19])[CH3:18])=[CH:13][CH:12]=3)[N:10]=2)[CH:7]=1.[CH2:21]([Sn](CCCC)(CCCC)C=C)[CH2:22]CC. The catalyst is C1(C)C=CC=CC=1.C1C=CC([P]([Pd]([P](C2C=CC=CC=2)(C2C=CC=CC=2)C2C=CC=CC=2)([P](C2C=CC=CC=2)(C2C=CC=CC=2)C2C=CC=CC=2)[P](C2C=CC=CC=2)(C2C=CC=CC=2)C2C=CC=CC=2)(C2C=CC=CC=2)C2C=CC=CC=2)=CC=1. The product is [CH3:18][N:17]([CH3:19])[C:14]1[CH:15]=[CH:16][C:11]([C:9]2[N:10]=[C:5]3[CH:4]=[C:3]([CH3:20])[C:2]([CH:21]=[CH2:22])=[CH:7][N:6]3[CH:8]=2)=[CH:12][CH:13]=1. The yield is 0.580.